From a dataset of Full USPTO retrosynthesis dataset with 1.9M reactions from patents (1976-2016). Predict the reactants needed to synthesize the given product. (1) Given the product [Cl:29][C:30]1[CH:31]=[C:32]([C:2]2[CH:3]=[C:4]3[C:9](=[CH:10][CH:11]=2)[N:8]=[CH:7][C:6]([C:12]([CH:14]2[CH2:15][CH2:16]2)=[O:13])=[C:5]3[NH:17][CH:18]2[CH2:19][CH2:20][CH:21]([N:24]([CH2:25][CH3:26])[CH2:27][CH3:28])[CH2:22][CH2:23]2)[CH:33]=[CH:34][C:35]=1[OH:36], predict the reactants needed to synthesize it. The reactants are: Br[C:2]1[CH:3]=[C:4]2[C:9](=[CH:10][CH:11]=1)[N:8]=[CH:7][C:6]([C:12]([CH:14]1[CH2:16][CH2:15]1)=[O:13])=[C:5]2[NH:17][CH:18]1[CH2:23][CH2:22][CH:21]([N:24]([CH2:27][CH3:28])[CH2:25][CH3:26])[CH2:20][CH2:19]1.[Cl:29][C:30]1[CH:31]=[C:32](B(O)O)[CH:33]=[CH:34][C:35]=1[OH:36]. (2) Given the product [CH2:16]([O:15][N:14]=[CH:13][CH:9]1[CH2:10][CH2:11][CH2:12][NH:8]1)[C:17]1[CH:18]=[CH:19][CH:20]=[CH:21][CH:22]=1, predict the reactants needed to synthesize it. The reactants are: C(OC([N:8]1[CH2:12][CH2:11][CH2:10][CH:9]1[CH:13]=[N:14][O:15][CH2:16][C:17]1[CH:22]=[CH:21][CH:20]=[CH:19][CH:18]=1)=O)(C)(C)C.C(O)(C(F)(F)F)=O. (3) Given the product [CH2:1]([O:8][C:9]1[CH:18]=[CH:17][CH:16]=[C:15]2[C:10]=1[CH2:11][CH2:12][CH2:13][CH:14]2[C:19]([NH:22][C:23]1[CH:28]=[CH:27][C:26]([CH3:29])=[CH:25][N:24]=1)=[O:21])[C:2]1[CH:7]=[CH:6][CH:5]=[CH:4][CH:3]=1, predict the reactants needed to synthesize it. The reactants are: [CH2:1]([O:8][C:9]1[CH:18]=[CH:17][CH:16]=[C:15]2[C:10]=1[CH2:11][CH2:12][CH2:13][CH:14]2[C:19]([OH:21])=O)[C:2]1[CH:7]=[CH:6][CH:5]=[CH:4][CH:3]=1.[NH2:22][C:23]1[CH:28]=[CH:27][C:26]([CH3:29])=[CH:25][N:24]=1.